Dataset: Forward reaction prediction with 1.9M reactions from USPTO patents (1976-2016). Task: Predict the product of the given reaction. (1) Given the reactants [C:1]([C:4]1[S:8][C:7]([C:9]2[CH:10]=[C:11]([Cl:39])[C:12]3[O:16][CH:15]([CH2:17][NH:18][C:19](=[O:37])/[CH:20]=[CH:21]/[C:22]4[CH:23]=[CH:24][C:25]([NH:28][NH:29]C(OC(C)(C)C)=O)=[N:26][CH:27]=4)[CH2:14][C:13]=3[CH:38]=2)=[CH:6][CH:5]=1)(=[O:3])[CH3:2].Cl, predict the reaction product. The product is: [C:1]([C:4]1[S:8][C:7]([C:9]2[CH:10]=[C:11]([Cl:39])[C:12]3[O:16][CH:15]([CH2:17][NH:18][C:19](=[O:37])/[CH:20]=[CH:21]/[C:22]4[CH:27]=[N:26][C:25]([NH:28][NH2:29])=[CH:24][CH:23]=4)[CH2:14][C:13]=3[CH:38]=2)=[CH:6][CH:5]=1)(=[O:3])[CH3:2]. (2) The product is: [CH:1]1([CH2:4][NH:10][CH2:9][CH:8]([O:11][CH3:12])[O:7][CH3:6])[CH2:3][CH2:2]1. Given the reactants [CH:1]1([CH:4]=O)[CH2:3][CH2:2]1.[CH3:6][O:7][CH:8]([O:11][CH3:12])[CH2:9][NH2:10].[BH3-]C#N.[Na+].CC(O)=O, predict the reaction product. (3) Given the reactants [C:1]([C:5]1[N:6]=[C:7](Cl)[C:8]2[N:9]([C:11](=[O:14])[NH:12][N:13]=2)[CH:10]=1)([CH3:4])([CH3:3])[CH3:2].[CH2:16]([CH2:18][NH2:19])[OH:17], predict the reaction product. The product is: [C:1]([C:5]1[N:6]=[C:7]([NH:19][CH2:18][CH2:16][OH:17])[C:8]2[N:9]([C:11](=[O:14])[NH:12][N:13]=2)[CH:10]=1)([CH3:4])([CH3:3])[CH3:2]. (4) Given the reactants Br[C:2]1[CH:21]=[CH:20][C:5]2[N:6]([C:11]3[CH:16]=[CH:15][C:14]([CH2:17][CH2:18][OH:19])=[CH:13][CH:12]=3)[C:7]([CH2:9][CH3:10])=[N:8][C:4]=2[CH:3]=1.C([O-])([O-])=O.[K+].[K+], predict the reaction product. The product is: [CH2:9]([C:7]1[N:6]([C:11]2[CH:16]=[CH:15][C:14]([CH2:17][CH2:18][OH:19])=[CH:13][CH:12]=2)[C:5]2[CH:20]=[CH:21][C:2]([C:2]3[CH:21]=[CH:20][CH:5]=[CH:4][CH:3]=3)=[CH:3][C:4]=2[N:8]=1)[CH3:10]. (5) Given the reactants P(OC[C@H]1O[C@@H](N2C3N=CN=C(N)C=3N=C2)[C@H](O)[C@@H]1O)(OP(O)(O)=O)(=O)O.P([O:32][CH2:33][C@H:34]1[O:40][CH:38]([OH:39])[C@H:37]([NH:41][C:42](=[O:44])[CH3:43])[C@@H:36]([OH:45])[C@@H:35]1[OH:46])(O)(O)=O.P(OC[C@H]1O[C@@H](N2C3N=CN=C(N)C=3N=C2)[C@H](O)[C@@H]1O)(OP(OP(O)(O)=O)(O)=O)(=O)O.C(N[C@@H]1[C@@H](O)[C@H](O)[C@@H](CO)OC1O)(=O)C, predict the reaction product. The product is: [C:42]([NH:41][C@@H:37]1[C@@H:36]([OH:45])[C@H:35]([OH:46])[C@@H:34]([CH2:33][OH:32])[O:40][CH:38]1[OH:39])(=[O:44])[CH3:43]. (6) Given the reactants [O:1]=[C:2]1[C@H:13]([CH2:14][C:15]([OH:17])=O)[CH2:12][CH:11]=[CH:10][CH2:9][CH2:8][C:7](=[O:18])[O:6][C@H:5]([C:19]2[CH:24]=[CH:23][CH:22]=[CH:21][CH:20]=2)[CH2:4][NH:3]1.[Cl:25][C:26]1[CH:31]=[CH:30][C:29]([CH2:32][NH2:33])=[CH:28][CH:27]=1, predict the reaction product. The product is: [Cl:25][C:26]1[CH:31]=[CH:30][C:29]([CH2:32][NH:33][C:15](=[O:17])[CH2:14][C@@H:13]2[CH2:12][CH:11]=[CH:10][CH2:9][CH2:8][C:7](=[O:18])[O:6][C@H:5]([C:19]3[CH:24]=[CH:23][CH:22]=[CH:21][CH:20]=3)[CH2:4][NH:3][C:2]2=[O:1])=[CH:28][CH:27]=1.